From a dataset of Catalyst prediction with 721,799 reactions and 888 catalyst types from USPTO. Predict which catalyst facilitates the given reaction. Reactant: [OH:1][C:2]1[C:11]2[C:6](=C[CH:8]=[C:9]([C:12]3[CH:17]=[CH:16][CH:15]=[CH:14][CH:13]=3)[CH:10]=2)[N:5]([CH3:18])[C:4](=[O:19])[C:3]=1[C:20](=[O:27])[CH2:21][CH2:22][C:23]([O:25]C)=[O:24].C1(B(O)O)C=CC=CC=1.OC1C2C(=NC=C(I)C=2)[N:41](C)C(=O)C=1C(=O)CCC(O)=O.C([Sn](CCCC)(CCCC)C1C=CC=CC=1)CCC.OC1C2C(=NC=C(I)C=2)N(C)C(=O)C=1C(=O)CCC(OC)=O. The catalyst class is: 45. Product: [OH:1][C:2]1[C:11]2[C:6](=[N:41][CH:8]=[C:9]([C:12]3[CH:13]=[CH:14][CH:15]=[CH:16][CH:17]=3)[CH:10]=2)[N:5]([CH3:18])[C:4](=[O:19])[C:3]=1[C:20](=[O:27])[CH2:21][CH2:22][C:23]([OH:25])=[O:24].